Dataset: Full USPTO retrosynthesis dataset with 1.9M reactions from patents (1976-2016). Task: Predict the reactants needed to synthesize the given product. (1) Given the product [CH2:1]([O:20][C:18](=[O:19])[CH:17]=[CH:21][CH:22]=[CH:29][C:26]1[CH:27]=[CH:28][N:23]=[CH:24][CH:25]=1)[CH3:2], predict the reactants needed to synthesize it. The reactants are: [CH2:1]([Li])[CH2:2]CC.C(NC(C)C)(C)C.P(/[C:17](=[CH:21]\[CH3:22])/[C:18]([O-:20])=[O:19])(O)(O)=O.[N:23]1[CH:28]=[CH:27][C:26]([CH:29]=O)=[CH:25][CH:24]=1. (2) Given the product [NH2:20][CH2:19][CH2:18][CH2:17][CH2:16][CH2:15][CH2:14][O:13][P:12]([O:11][CH2:10][CH:9]([NH:8][C:6]([O:5][C:1]([CH3:4])([CH3:3])[CH3:2])=[O:7])[C:40]([O:42][C:43]([CH3:45])([CH3:46])[CH3:44])=[O:41])([OH:39])=[O:38], predict the reactants needed to synthesize it. The reactants are: [C:1]([O:5][C:6]([NH:8][CH:9]([C:40]([O:42][C:43]([CH3:46])([CH3:45])[CH3:44])=[O:41])[CH2:10][O:11][P:12](=[O:39])([OH:38])[O:13][CH2:14][CH2:15][CH2:16][CH2:17][CH2:18][CH2:19][NH:20]C(=O)OCC1C2C=CC=CC=2C2C1=CC=CC=2)=[O:7])([CH3:4])([CH3:3])[CH3:2].O. (3) The reactants are: C1([O:7][C:8]2C=CC=CC=2)C=CC=CC=1.[N:14](CCCC)(CCCC)CCCC.[C:27](/[C:29](/[C:36]1[S:37][CH:38]=[CH:39][CH:40]=1)=[CH:30]/C(N=[N+]=[N-])=O)#[N:28].N#N. Given the product [O:7]=[C:8]1[C:40]2[CH:39]=[CH:38][S:37][C:36]=2[C:29]([C:27]#[N:28])=[CH:30][NH:14]1, predict the reactants needed to synthesize it. (4) Given the product [C:13]1([C:11]2[NH:10][C:7]3=[N:8][CH:9]=[C:4]([NH2:1])[CH:5]=[C:6]3[N:12]=2)[CH:14]=[CH:15][CH:16]=[CH:17][CH:18]=1, predict the reactants needed to synthesize it. The reactants are: [N+:1]([C:4]1[CH:5]=[C:6]2[N:12]=[C:11]([C:13]3[CH:18]=[CH:17][CH:16]=[CH:15][CH:14]=3)[NH:10][C:7]2=[N:8][CH:9]=1)([O-])=O. (5) Given the product [F:10][C:9]1[CH:8]=[C:7]([NH:11][S:12]([CH3:15])(=[O:14])=[O:13])[C:6]([CH3:16])=[CH:5][C:4]=1[CH:2]([NH:1][C:29]([CH:24]1[CH2:23][CH2:22][C:21]2[C:26](=[CH:27][CH:28]=[C:19]([O:18][CH3:17])[CH:20]=2)[CH2:25]1)=[O:30])[CH3:3], predict the reactants needed to synthesize it. The reactants are: [NH2:1][CH:2]([C:4]1[C:9]([F:10])=[CH:8][C:7]([NH:11][S:12]([CH3:15])(=[O:14])=[O:13])=[C:6]([CH3:16])[CH:5]=1)[CH3:3].[CH3:17][O:18][C:19]1[CH:20]=[C:21]2[C:26](=[CH:27][CH:28]=1)[CH2:25][CH:24]([C:29](O)=[O:30])[CH2:23][CH2:22]2.F[P-](F)(F)(F)(F)F.C[N+](C)=C(N(C)C)ON1C2N=CC=CC=2N=N1.C(N(CC)C(C)C)(C)C.C([O-])(O)=O.[Na+]. (6) The reactants are: O.NN.[CH3:4][C:5]1[C:9]([CH:10]([O:39][CH2:40][CH2:41][N:42]2C(=O)C3C(=CC=CC=3)C2=O)[C:11]2[O:12][C:13]3[CH:19]=[CH:18][C:17]([CH2:20][C:21]([NH:23][CH:24]([C:31]4[CH:36]=[CH:35][C:34]([CH3:37])=[CH:33][C:32]=4[CH3:38])[C:25]4[CH:30]=[CH:29][CH:28]=[CH:27][CH:26]=4)=[O:22])=[CH:16][C:14]=3[CH:15]=2)=[C:8]([CH3:53])[O:7][N:6]=1. Given the product [NH2:42][CH2:41][CH2:40][O:39][CH:10]([C:9]1[C:5]([CH3:4])=[N:6][O:7][C:8]=1[CH3:53])[C:11]1[O:12][C:13]2[CH:19]=[CH:18][C:17]([CH2:20][C:21]([NH:23][CH:24]([C:31]3[CH:36]=[CH:35][C:34]([CH3:37])=[CH:33][C:32]=3[CH3:38])[C:25]3[CH:26]=[CH:27][CH:28]=[CH:29][CH:30]=3)=[O:22])=[CH:16][C:14]=2[CH:15]=1, predict the reactants needed to synthesize it. (7) The reactants are: F[C:2]1[CH:8]=[CH:7][C:6]([N+:9]([O-:11])=[O:10])=[CH:5][C:3]=1[NH2:4].[CH3:12][CH:13]1[CH2:17][CH2:16][CH2:15][NH:14]1.O. Given the product [CH3:12][CH:13]1[CH2:17][CH2:16][CH2:15][N:14]1[C:2]1[CH:8]=[CH:7][C:6]([N+:9]([O-:11])=[O:10])=[CH:5][C:3]=1[NH2:4], predict the reactants needed to synthesize it. (8) Given the product [ClH:1].[Cl:1][C:2]1[CH:3]=[CH:4][C:5]([O:23][CH2:24][C:25]2[CH:30]=[CH:29][C:28]([Cl:31])=[CH:27][C:26]=2[F:32])=[C:6]([CH2:8][C:9]2[N:14]=[C:13]([NH:15][C:16](=[O:22])[O:17][C:18]([CH3:19])([CH3:20])[CH3:21])[CH:12]=[CH:11][CH:10]=2)[CH:7]=1, predict the reactants needed to synthesize it. The reactants are: [Cl:1][C:2]1[CH:3]=[CH:4][C:5]([O:23][CH2:24][C:25]2[CH:30]=[CH:29][C:28]([Cl:31])=[CH:27][C:26]=2[F:32])=[C:6]([CH2:8][C:9]2[N:14]=[C:13]([NH:15][C:16](=[O:22])[O:17][C:18]([CH3:21])([CH3:20])[CH3:19])[CH:12]=[CH:11][CH:10]=2)[CH:7]=1.Cl. (9) Given the product [Br:1][C:2]1[CH:3]=[C:4]2[C:9](=[CH:10][CH:11]=1)[N:8]=[C:7]([NH2:12])[N:6]=[C:5]2[NH:13][CH2:17][CH2:18][O:19][CH3:20], predict the reactants needed to synthesize it. The reactants are: [Br:1][C:2]1[CH:3]=[C:4]2[C:9](=[CH:10][CH:11]=1)[N:8]=[C:7]([NH2:12])[N:6]=[C:5]2[N:13]1[CH:17]=NC=N1.[CH3:18][O:19][CH2:20]CN.